This data is from Catalyst prediction with 721,799 reactions and 888 catalyst types from USPTO. The task is: Predict which catalyst facilitates the given reaction. Reactant: [NH2:1][CH2:2][C:3]1[CH:8]=[CH:7][C:6]([CH2:9][C:10]([O:12][C:13]([CH3:16])([CH3:15])[CH3:14])=[O:11])=[CH:5][CH:4]=1.Br[CH2:18][C:19]([O:21][C:22]([CH3:25])([CH3:24])[CH3:23])=[O:20].C(N(CC)CC)C. Product: [C:13]([O:12][C:10](=[O:11])[CH2:9][C:6]1[CH:7]=[CH:8][C:3]([CH2:2][NH:1][CH2:18][C:19]([O:21][C:22]([CH3:25])([CH3:24])[CH3:23])=[O:20])=[CH:4][CH:5]=1)([CH3:16])([CH3:15])[CH3:14]. The catalyst class is: 10.